This data is from Full USPTO retrosynthesis dataset with 1.9M reactions from patents (1976-2016). The task is: Predict the reactants needed to synthesize the given product. (1) Given the product [Br:8][C:5]1[CH:4]=[C:3]2[C:2](=[CH:7][CH:6]=1)[NH:1][N:12]=[C:9]2[C:10]#[N:11], predict the reactants needed to synthesize it. The reactants are: [NH2:1][C:2]1[CH:7]=[CH:6][C:5]([Br:8])=[CH:4][C:3]=1[CH2:9][C:10]#[N:11].[N:12]([O-])=O.[Na+].[OH-].[NH4+]. (2) Given the product [NH2:1][C:2]1[C:3]([C:22]#[C:23][C:24]2[CH:29]=[CH:28][N:27]=[C:26]([NH:30][C:31](=[O:33])[CH3:32])[CH:25]=2)=[N:4][CH:5]=[CH:6][C:7]=1[CH:8]([OH:10])[CH3:9], predict the reactants needed to synthesize it. The reactants are: [NH2:1][C:2]1[C:3](Cl)=[N:4][CH:5]=[CH:6][C:7]=1[CH:8]([OH:10])[CH3:9].NC1C([C:22]#[C:23][C:24]2[CH:29]=[CH:28][N:27]=[C:26]([NH:30][C:31](=[O:33])[CH3:32])[CH:25]=2)=NC=CC=1C(F)F.C(O)(C(F)(F)F)=O.CCCCCCCCCCCCOS([O-])(=O)=O.[Na+].